Dataset: Full USPTO retrosynthesis dataset with 1.9M reactions from patents (1976-2016). Task: Predict the reactants needed to synthesize the given product. (1) Given the product [CH2:7]([O:18][C:10](=[O:17])[CH2:11][NH:42][C:44](=[O:45])[C:23]1[CH:22]=[CH:21][CH:20]=[CH:19][CH:24]=1)[CH3:9], predict the reactants needed to synthesize it. The reactants are: CCN([CH:7]([CH3:9])C)C(C)C.[C:10]([OH:18])(=[O:17])[C:11]1C=CC=CC=1.[CH:19]1[CH:20]=[CH:21][C:22]2N(O)N=N[C:23]=2[CH:24]=1.CCN=C=NCCCN(C)C.Cl.C[N:42]([CH:44]=[O:45])C. (2) Given the product [OH:43]/[N:42]=[CH:1]/[C:3]1[CH:8]=[CH:7][CH:6]=[CH:5][C:4]=1[C:9]1[CH:10]=[CH:11][C:12]([C:15]([N:17]2[C:23]3[CH:24]=[CH:25][CH:26]=[CH:27][C:22]=3[CH2:21][N:20]3[C:28]([C:31]([NH:33][CH2:34][C:35]4[CH:36]=[N:37][CH:38]=[CH:39][CH:40]=4)=[O:32])=[CH:29][CH:30]=[C:19]3[CH2:18]2)=[O:16])=[CH:13][CH:14]=1, predict the reactants needed to synthesize it. The reactants are: [CH:1]([C:3]1[CH:8]=[CH:7][CH:6]=[CH:5][C:4]=1[C:9]1[CH:14]=[CH:13][C:12]([C:15]([N:17]2[C:23]3[CH:24]=[CH:25][CH:26]=[CH:27][C:22]=3[CH2:21][N:20]3[C:28]([C:31]([NH:33][CH2:34][C:35]4[CH:36]=[N:37][CH:38]=[CH:39][CH:40]=4)=[O:32])=[CH:29][CH:30]=[C:19]3[CH2:18]2)=[O:16])=[CH:11][CH:10]=1)=O.Cl.[NH2:42][OH:43].N1C=CC=CC=1.C(=O)([O-])[O-].[Na+].[Na+]. (3) Given the product [CH2:27]([O:29][C:30]([CH:32]1[C:36](=[O:37])[N:35]([C@H:38]([C:40]2[CH:45]=[CH:44][CH:43]=[CH:42][CH:41]=2)[CH3:39])[CH2:34][C@H:33]1[C:46]1([CH2:49][I:25])[CH2:48][CH2:47]1)=[O:31])[CH3:28], predict the reactants needed to synthesize it. The reactants are: N1C=CN=C1.C1(P(C2C=CC=CC=2)C2C=CC=CC=2)C=CC=CC=1.[I:25]I.[CH2:27]([O:29][C:30]([CH:32]1[C:36](=[O:37])[N:35]([C@H:38]([C:40]2[CH:45]=[CH:44][CH:43]=[CH:42][CH:41]=2)[CH3:39])[CH2:34][C@H:33]1[C:46]1([CH2:49]O)[CH2:48][CH2:47]1)=[O:31])[CH3:28].